Dataset: Full USPTO retrosynthesis dataset with 1.9M reactions from patents (1976-2016). Task: Predict the reactants needed to synthesize the given product. (1) Given the product [Cl:46][C:36]1[CH:37]=[CH:38][C:33]([NH:32][C:30]([C:26]2[S:27][CH:28]=[CH:29][C:25]=2[NH:24][C:19]([C:18]2[CH:17]=[CH:16][C:15]([C:10]3[CH:11]=[CH:12][CH:13]=[CH:14][C:9]=3[S:6](=[O:7])(=[O:8])[NH2:5])=[CH:23][CH:22]=2)=[O:20])=[O:31])=[N:34][CH:35]=1, predict the reactants needed to synthesize it. The reactants are: C([NH:5][S:6]([C:9]1[CH:14]=[CH:13][CH:12]=[CH:11][C:10]=1[C:15]1[CH:23]=[CH:22][C:18]([C:19](Cl)=[O:20])=[CH:17][CH:16]=1)(=[O:8])=[O:7])(C)(C)C.[NH2:24][C:25]1[CH:29]=[CH:28][S:27][C:26]=1[C:30]([NH:32][C:33]1[CH:38]=[C:37](Cl)[CH:36]=[CH:35][N:34]=1)=[O:31].N1C=CC=CC=1.[Cl:46]CCl. (2) Given the product [F:1][C:2]1[CH:28]=[CH:27][C:5]2[N:6]=[C:7]([NH:9][C:10]3[CH:15]=[CH:14][C:13]([C:16]4[CH:21]=[CH:20][C:19]([C:22]([OH:24])=[O:23])=[C:18]([CH3:26])[CH:17]=4)=[CH:12][CH:11]=3)[S:8][C:4]=2[CH:3]=1, predict the reactants needed to synthesize it. The reactants are: [F:1][C:2]1[CH:28]=[CH:27][C:5]2[N:6]=[C:7]([NH:9][C:10]3[CH:15]=[CH:14][C:13]([C:16]4[CH:21]=[CH:20][C:19]([C:22]([O:24]C)=[O:23])=[C:18]([CH3:26])[CH:17]=4)=[CH:12][CH:11]=3)[S:8][C:4]=2[CH:3]=1.CO.O.[OH-].[Na+]. (3) Given the product [ClH:2].[Cl-:1].[C:23]1([P+:16]([C:13]2[CH:12]=[CH:11][CH:10]=[CH:15][CH:14]=2)([C:17]2[CH:22]=[CH:21][CH:20]=[CH:19][CH:18]=2)[CH2:3][C:4]2[CH:9]=[CH:8][N:7]=[CH:6][CH:5]=2)[CH:24]=[CH:25][CH:26]=[CH:27][CH:28]=1, predict the reactants needed to synthesize it. The reactants are: [ClH:1].[Cl:2][CH2:3][C:4]1[CH:9]=[CH:8][N:7]=[CH:6][CH:5]=1.[CH:10]1[CH:15]=[CH:14][C:13]([P:16]([C:23]2[CH:28]=[CH:27][CH:26]=[CH:25][CH:24]=2)[C:17]2[CH:22]=[CH:21][CH:20]=[CH:19][CH:18]=2)=[CH:12][CH:11]=1. (4) The reactants are: C1(CCN2C3C(=CC=CC=3)C(O)(C3C(O)=CC4OCOC=4C=3)C2=O)CC1.[F:27][C:28]1[C:33]([F:34])=[CH:32][C:31]([C:35]2(O)[C:43]3[C:38](=[CH:39][CH:40]=[CH:41][CH:42]=3)[N:37]([CH2:44][CH2:45][CH2:46][CH2:47][CH3:48])[C:36]2=[O:49])=[C:30]([OH:51])[CH:29]=1. Given the product [F:27][C:28]1[C:33]([F:34])=[CH:32][C:31]([CH:35]2[C:43]3[C:38](=[CH:39][CH:40]=[CH:41][CH:42]=3)[N:37]([CH2:44][CH2:45][CH2:46][CH2:47][CH3:48])[C:36]2=[O:49])=[C:30]([OH:51])[CH:29]=1, predict the reactants needed to synthesize it. (5) Given the product [Cl:1][C:2]1[CH:3]=[CH:4][C:5]([CH2:6][NH:7][C:8]([C:10]2[CH:11]=[C:12]3[C:13]([C:14](=[O:16])[N:40]([CH2:39][C:30]4[CH:31]=[CH:37][O:36][N:27]=4)[C:21](=[S:22])[NH:20]3)=[CH:18][CH:19]=2)=[O:9])=[CH:23][CH:24]=1, predict the reactants needed to synthesize it. The reactants are: [Cl:1][C:2]1[CH:24]=[CH:23][C:5]([CH2:6][NH:7][C:8]([C:10]2[CH:19]=[CH:18][C:13]([C:14]([O:16]C)=O)=[C:12]([N:20]=[C:21]=[S:22])[CH:11]=2)=[O:9])=[CH:4][CH:3]=1.C([N:27]([CH2:30][CH3:31])CC)C.Cl.C([O:36][CH2:37]C)(=O)C.[CH3:39][N:40](C=O)C. (6) Given the product [NH2:1][C@@H:2]([CH2:49][NH2:50])[C:3]([NH:5][C:6]1[CH:7]=[C:8]([CH:42]=[CH:43][C:44]=1[CH2:45][N:46]([CH3:48])[CH3:47])[C:9]([NH:11][C@H:12]1[CH2:13][C:14]2[CH:26]=[CH:25][CH:24]=[C:16]([C:17]([OH:19])=[O:18])[C:15]=2[O:37][B:29]1[OH:30])=[O:10])=[O:4], predict the reactants needed to synthesize it. The reactants are: [NH2:1][C@@H:2]([CH2:49][NH:50]C(OC(C)(C)C)=O)[C:3]([NH:5][C:6]1[CH:7]=[C:8]([CH:42]=[CH:43][C:44]=1[CH2:45][N:46]([CH3:48])[CH3:47])[C:9]([NH:11][C@H:12]([B:29]1[O:37]C2C(C)(C3CC(C2)C3(C)C)[O:30]1)[CH2:13][C:14]1[C:15](OC)=[C:16]([CH:24]=[CH:25][CH:26]=1)[C:17]([O:19]C(C)(C)C)=[O:18])=[O:10])=[O:4].B(Cl)(Cl)Cl.